This data is from Reaction yield outcomes from USPTO patents with 853,638 reactions. The task is: Predict the reaction yield, written as a fraction of the theoretical maximum amount of product (1.0 means a 100% yield; for example, 0.34 means a 34% yield). (1) The reactants are [CH2:1]([OH:4])[CH2:2][OH:3].N1C=CN=C1.[CH3:10][C:11]([Si:14](Cl)([C:21]1[CH:26]=[CH:25][CH:24]=[CH:23][CH:22]=1)[C:15]1[CH:20]=[CH:19][CH:18]=[CH:17][CH:16]=1)([CH3:13])[CH3:12]. The catalyst is O1CCCC1. The product is [Si:14]([O:3][CH2:2][CH2:1][OH:4])([C:11]([CH3:13])([CH3:12])[CH3:10])([C:21]1[CH:22]=[CH:23][CH:24]=[CH:25][CH:26]=1)[C:15]1[CH:20]=[CH:19][CH:18]=[CH:17][CH:16]=1. The yield is 0.430. (2) The reactants are [CH3:1][O:2][C:3]1[CH:8]=[CH:7][C:6]([CH2:9][CH:10]([C:16]([OH:18])=O)[CH2:11][C:12]([O:14][CH3:15])=[O:13])=[CH:5][CH:4]=1.C(N1C=CN=C1)(N1C=CN=C1)=O.[CH3:31][O:32][CH:33]([O:36][CH3:37])[CH2:34][NH2:35]. The catalyst is C(Cl)Cl. The product is [CH3:1][O:2][C:3]1[CH:4]=[CH:5][C:6]([CH2:9][CH:10]([C:16]([NH:35][CH2:34][CH:33]([O:36][CH3:37])[O:32][CH3:31])=[O:18])[CH2:11][C:12]([O:14][CH3:15])=[O:13])=[CH:7][CH:8]=1. The yield is 0.710. (3) The reactants are [C:1]([N:8]1[CH2:13][CH2:12][C:11]([CH3:19])([C:14]([O:16][CH2:17][CH3:18])=[O:15])[CH2:10][CH2:9]1)(OC(C)(C)C)=O.FC(F)(F)C(O)=O.[Cl:27][C:28]1[CH:29]=[N:30][CH:31]=[C:32]([Cl:35])C=1Cl.C(N(CC)CC)C.C(=O)([O-])O.[Na+]. The catalyst is C(Cl)Cl.CN1C(=O)CCC1.C1(C)C=CC=CC=1. The product is [Cl:27][C:28]1[CH:29]=[N:30][CH:31]=[C:32]([Cl:35])[C:1]=1[N:8]1[CH2:9][CH2:10][C:11]([CH3:19])([C:14]([O:16][CH2:17][CH3:18])=[O:15])[CH2:12][CH2:13]1. The yield is 0.560. (4) The reactants are [F:1][C:2]1[CH:3]=[C:4]([CH:43]=[CH:44][C:45]=1[F:46])[C:5]([N:7]=[C:8]([NH:37][C@@H:38]([CH3:42])[CH2:39][O:40][CH3:41])[NH:9][C:10]1[C:18]2[C:13](=[CH:14][C:15]([C:19]([F:22])([F:21])[F:20])=[CH:16][CH:17]=2)[N:12]([C:23](=[O:36])[C@@H:24]([NH:28]C(=O)OC(C)(C)C)[CH:25]([CH3:27])[CH3:26])[N:11]=1)=[O:6].[ClH:47]. The catalyst is O1CCOCC1. The product is [ClH:47].[NH2:28][C@@H:24]([CH:25]([CH3:27])[CH3:26])[C:23]([N:12]1[C:13]2[C:18](=[CH:17][CH:16]=[C:15]([C:19]([F:21])([F:20])[F:22])[CH:14]=2)[C:10]([NH:9][C:8]([NH:37][C@@H:38]([CH3:42])[CH2:39][O:40][CH3:41])=[N:7][C:5](=[O:6])[C:4]2[CH:43]=[CH:44][C:45]([F:46])=[C:2]([F:1])[CH:3]=2)=[N:11]1)=[O:36]. The yield is 0.720. (5) The reactants are [H-].[Na+].[Br:3][CH:4]([CH2:21][CH2:22]Br)[C:5]([NH:7][CH:8]1[CH2:13][CH2:12][N:11]([C:14]([O:16][C:17]([CH3:20])([CH3:19])[CH3:18])=[O:15])[CH2:10][CH2:9]1)=[O:6]. The catalyst is CN(C=O)C.[Cl-].[Na+].O. The product is [Br:3][CH:4]1[CH2:21][CH2:22][N:7]([CH:8]2[CH2:13][CH2:12][N:11]([C:14]([O:16][C:17]([CH3:20])([CH3:19])[CH3:18])=[O:15])[CH2:10][CH2:9]2)[C:5]1=[O:6]. The yield is 0.530. (6) The reactants are B(Br)(Br)Br.[Br:5][C:6]1[CH:34]=[C:33]([F:35])[C:9]([CH2:10][N:11]2[C:15]3[CH:16]=[C:17]([O:20]C)[CH:18]=[CH:19][C:14]=3[N:13]=[C:12]2[C@H:22]2[CH2:27][CH2:26][CH2:25][CH2:24][C@H:23]2[C:28]([O:30][CH2:31][CH3:32])=[O:29])=[C:8]([F:36])[CH:7]=1. The catalyst is C(Cl)Cl. The product is [Br:5][C:6]1[CH:34]=[C:33]([F:35])[C:9]([CH2:10][N:11]2[C:15]3[CH:16]=[C:17]([OH:20])[CH:18]=[CH:19][C:14]=3[N:13]=[C:12]2[C@H:22]2[CH2:27][CH2:26][CH2:25][CH2:24][C@H:23]2[C:28]([O:30][CH2:31][CH3:32])=[O:29])=[C:8]([F:36])[CH:7]=1. The yield is 0.870. (7) The reactants are O=[C:2]([C:8]1[CH:13]=[CH:12][CH:11]=[CH:10][CH:9]=1)[CH2:3][C:4]([O:6]C)=O.CC1C=CC(S(O)(=O)=O)=CC=1.[NH2:25][C:26]1[NH:30][N:29]=[C:28]([OH:31])[C:27]=1[C:32]1[CH:33]=[N:34][CH:35]=[CH:36][CH:37]=1. The catalyst is CCCCO. The product is [OH:31][C:28]1[C:27]([C:32]2[CH:33]=[N:34][CH:35]=[CH:36][CH:37]=2)=[C:26]2[NH:25][C:2]([C:8]3[CH:13]=[CH:12][CH:11]=[CH:10][CH:9]=3)=[CH:3][C:4](=[O:6])[N:30]2[N:29]=1. The yield is 0.130. (8) The reactants are [Cl:1][C:2]1[CH:3]=[CH:4][C:5]2[C:11]3[C:12]([CH3:15])=[N:13][O:14][C:10]=3[C@H:9]([CH2:16][C:17]([O:19][C:20]([CH3:23])([CH3:22])[CH3:21])=[O:18])[NH:8][C:7](=[O:24])[C:6]=2[CH:25]=1.[C:26](O[C:26]([O:28][C:29]([CH3:32])([CH3:31])[CH3:30])=[O:27])([O:28][C:29]([CH3:32])([CH3:31])[CH3:30])=[O:27].C(=O)=O.CCOC(C)=O. The catalyst is CN(C1C=CN=CC=1)C.C1COCC1. The product is [C:20]([O:19][C:17](=[O:18])[CH2:16][C@@H:9]1[N:8]([C:26]([O:28][C:29]([CH3:32])([CH3:31])[CH3:30])=[O:27])[C:7](=[O:24])[C:6]2[CH:25]=[C:2]([Cl:1])[CH:3]=[CH:4][C:5]=2[C:11]2[C:12]([CH3:15])=[N:13][O:14][C:10]1=2)([CH3:22])([CH3:21])[CH3:23]. The yield is 1.00.